Dataset: Forward reaction prediction with 1.9M reactions from USPTO patents (1976-2016). Task: Predict the product of the given reaction. Given the reactants [O:1]=[C:2]1[C:10]2[C:5](=[CH:6][CH:7]=[CH:8][CH:9]=2)[C:4](=[O:11])[N:3]1[CH2:12][CH2:13][CH2:14][CH2:15][S:16][C:17]1[CH:18]=[C:19]([NH:26][C:27]([N:29]2[CH2:33][CH2:32][CH2:31][CH2:30]2)=[O:28])[CH:20]=[C:21]([N+:23]([O-:25])=[O:24])[CH:22]=1.I(O)(=O)(=O)=[O:35].O.O.O.O.O.S([O-])([O-])(=O)=S.[Na+].[Na+], predict the reaction product. The product is: [O:1]=[C:2]1[C:10]2[C:5](=[CH:6][CH:7]=[CH:8][CH:9]=2)[C:4](=[O:11])[N:3]1[CH2:12][CH2:13][CH2:14][CH2:15][S:16]([C:17]1[CH:18]=[C:19]([NH:26][C:27]([N:29]2[CH2:30][CH2:31][CH2:32][CH2:33]2)=[O:28])[CH:20]=[C:21]([N+:23]([O-:25])=[O:24])[CH:22]=1)=[O:35].